The task is: Predict the reactants needed to synthesize the given product.. This data is from Full USPTO retrosynthesis dataset with 1.9M reactions from patents (1976-2016). (1) Given the product [Cl:11][C:12]1[N:13]=[C:14]([O:1][CH2:2][C:3]2[CH:4]=[C:5]([CH:8]=[CH:9][CH:10]=2)[C:6]#[N:7])[CH:15]=[N:16][CH:17]=1, predict the reactants needed to synthesize it. The reactants are: [OH:1][CH2:2][C:3]1[CH:4]=[C:5]([CH:8]=[CH:9][CH:10]=1)[C:6]#[N:7].[Cl:11][C:12]1[CH:17]=[N:16][CH:15]=[C:14](Cl)[N:13]=1.[H-].[Na+].Cl. (2) Given the product [F:20][C:17]1[CH:18]=[CH:19][C:14]([CH2:1][CH2:2][CH3:3])=[N:15][CH:16]=1, predict the reactants needed to synthesize it. The reactants are: [CH2:1]([Mg]Cl)[CH2:2][CH3:3].CN1CCCC1=O.Br[C:14]1[CH:19]=[CH:18][C:17]([F:20])=[CH:16][N:15]=1. (3) Given the product [C:1]([O:5][C:6]([N:8]1[CH2:11][CH:10]([O:12][CH2:17][CH2:16][C:15]([OH:19])=[O:18])[CH2:9]1)=[O:7])([CH3:4])([CH3:2])[CH3:3], predict the reactants needed to synthesize it. The reactants are: [C:1]([O:5][C:6]([N:8]1[CH2:11][CH:10]([OH:12])[CH2:9]1)=[O:7])([CH3:4])([CH3:3])[CH3:2].[H-].[Na+].[C:15]([O:19]C)(=[O:18])[CH:16]=[CH2:17]. (4) Given the product [ClH:1].[ClH:1].[NH:2]1[CH2:7][CH2:6][CH:5]([O:8][C:9]2[CH:10]=[N:11][CH:12]=[CH:13][CH:14]=2)[CH2:4][CH2:3]1, predict the reactants needed to synthesize it. The reactants are: [ClH:1].[NH:2]1[CH2:7][CH2:6][CH:5]([O:8][C:9]2[CH:10]=[N:11][CH:12]=[CH:13][CH:14]=2)[CH2:4][CH2:3]1. (5) Given the product [Cl:1][C:2]1[CH:7]=[CH:6][C:5]([N:8]2[C:16]([CH:17]([CH:28]3[CH2:33][CH2:32][CH2:31][CH2:30][CH2:29]3)[O:18][C:19]3[CH:26]=[CH:25][C:22]([C:23]4[NH:38][N:37]=[N:36][N:24]=4)=[CH:21][C:20]=3[F:27])=[C:15]3[C:10]([CH:11]=[C:12]([F:35])[C:13]([F:34])=[CH:14]3)=[N:9]2)=[CH:4][CH:3]=1, predict the reactants needed to synthesize it. The reactants are: [Cl:1][C:2]1[CH:7]=[CH:6][C:5]([N:8]2[C:16]([CH:17]([CH:28]3[CH2:33][CH2:32][CH2:31][CH2:30][CH2:29]3)[O:18][C:19]3[CH:26]=[CH:25][C:22]([C:23]#[N:24])=[CH:21][C:20]=3[F:27])=[C:15]3[C:10]([CH:11]=[C:12]([F:35])[C:13]([F:34])=[CH:14]3)=[N:9]2)=[CH:4][CH:3]=1.[N-:36]=[N+:37]=[N-:38].[Na+].Cl.C(N(CC)CC)C. (6) Given the product [Si:34]([O:33][CH2:32][C@@H:7]1[C@:8]([C@H:12]2[CH2:20][CH2:19][C@@:18]3([CH3:21])[C@@H:14]([CH2:15][CH2:16][C:17]3=[CH2:22])[C@@H:13]2[CH2:23][O:24][Si:25]([C:28]([CH3:31])([CH3:30])[CH3:29])([CH3:27])[CH3:26])([CH3:11])[CH2:9][CH2:10][C@H:5]([OH:4])[CH2:6]1)([C:37]([CH3:40])([CH3:39])[CH3:38])([CH3:36])[CH3:35], predict the reactants needed to synthesize it. The reactants are: C([O:4][C@H:5]1[CH2:10][CH2:9][C@@:8]([C@H:12]2[CH2:20][CH2:19][C@@:18]3([CH3:21])[C@@H:14]([CH2:15][CH2:16][C:17]3=[CH2:22])[C@@H:13]2[CH2:23][O:24][Si:25]([C:28]([CH3:31])([CH3:30])[CH3:29])([CH3:27])[CH3:26])([CH3:11])[C@@H:7]([CH2:32][O:33][Si:34]([C:37]([CH3:40])([CH3:39])[CH3:38])([CH3:36])[CH3:35])[CH2:6]1)(=O)C.[H-].[H-].[H-].[H-].[Li+].[Al+3].CCOCC. (7) Given the product [CH:1]1([C:4]2[N:13]=[C:12]([N:14]3[CH2:19][CH2:18][N:17]([C:20]4[CH:25]=[C:24]([NH2:40])[CH:23]=[CH:22][C:21]=4[O:27][CH3:28])[CH2:16][CH2:15]3)[C:11]3[C:6](=[CH:7][C:8]([O:31][CH3:32])=[C:9]([O:29][CH3:30])[CH:10]=3)[N:5]=2)[CH2:3][CH2:2]1, predict the reactants needed to synthesize it. The reactants are: [CH:1]1([C:4]2[N:13]=[C:12]([N:14]3[CH2:19][CH2:18][N:17]([C:20]4[CH:25]=[CH:24][C:23](F)=[CH:22][C:21]=4[O:27][CH3:28])[CH2:16][CH2:15]3)[C:11]3[C:6](=[CH:7][C:8]([O:31][CH3:32])=[C:9]([O:29][CH3:30])[CH:10]=3)[N:5]=2)[CH2:3][CH2:2]1.FC1C=CC([N:40]2CCNCC2)=C(OC)C=1.COC1C=CC(N)=CC=1N1CCNCC1. (8) Given the product [Br:27][C:12]1[C:11](=[O:28])[N:10]([CH2:9][C:6]2[N:7]=[CH:8][C:3]([CH2:2][NH:1][C:38](=[O:40])[CH3:39])=[N:4][CH:5]=2)[C:15]([CH3:16])=[CH:14][C:13]=1[O:17][CH2:18][C:19]1[CH:24]=[CH:23][C:22]([F:25])=[CH:21][C:20]=1[F:26], predict the reactants needed to synthesize it. The reactants are: [NH2:1][CH2:2][C:3]1[N:4]=[CH:5][C:6]([CH2:9][N:10]2[C:15]([CH3:16])=[CH:14][C:13]([O:17][CH2:18][C:19]3[CH:24]=[CH:23][C:22]([F:25])=[CH:21][C:20]=3[F:26])=[C:12]([Br:27])[C:11]2=[O:28])=[N:7][CH:8]=1.C(N(CC)C(C)C)(C)C.[C:38](OC(=O)C)(=[O:40])[CH3:39]. (9) Given the product [NH2:1][C:2]1[N:7]=[C:6]([C:8]2[CH:13]=[CH:12][C:11]([F:14])=[CH:10][CH:9]=2)[C:5]([C:15]#[N:16])=[C:4]([O:28][CH2:34][CH2:35][C:36]2[CH:30]=[CH:29][CH:39]=[CH:38][N:37]=2)[N:3]=1, predict the reactants needed to synthesize it. The reactants are: [NH2:1][C:2]1[N:7]=[C:6]([C:8]2[CH:13]=[CH:12][C:11]([F:14])=[CH:10][CH:9]=2)[C:5]([C:15]#[N:16])=[C:4](S(C)=O)[N:3]=1.N1C=CC=CC=1C([OH:28])C.[CH2:29]1[CH2:39][CH2:38][N:37]2C(=N[CH2:34][CH2:35][CH2:36]2)C[CH2:30]1. (10) Given the product [F:1][C:2]1[CH:3]=[C:4]([N:12]2[CH2:16][CH2:15][C@@H:14]([O:17][C:18]3[CH:19]=[N:20][C:21]([O:24][CH:26]([CH3:28])[CH3:27])=[CH:22][CH:23]=3)[C:13]2=[O:25])[CH:5]=[C:6]2[C:10]=1[CH2:9][CH2:8][C:7]2=[O:11], predict the reactants needed to synthesize it. The reactants are: [F:1][C:2]1[CH:3]=[C:4]([N:12]2[CH2:16][CH2:15][C@@H:14]([O:17][C:18]3[CH:19]=[N:20][C:21]([OH:24])=[CH:22][CH:23]=3)[C:13]2=[O:25])[CH:5]=[C:6]2[C:10]=1[CH2:9][CH2:8][C:7]2=[O:11].[CH:26](O)([CH3:28])[CH3:27].C1(P(C2C=CC=CC=2)C2C=CC=CC=2)C=CC=CC=1.CC(OC(/N=N/C(OC(C)C)=O)=O)C.